This data is from Full USPTO retrosynthesis dataset with 1.9M reactions from patents (1976-2016). The task is: Predict the reactants needed to synthesize the given product. (1) Given the product [O:1]([C:8]1[S:12][C:11]([CH2:13][N:16]2[N:17]=[N:18][C:19]([C:20]3[C:21]([NH2:26])=[N:22][CH:23]=[CH:24][CH:25]=3)=[N:15]2)=[CH:10][CH:9]=1)[C:2]1[CH:7]=[CH:6][CH:5]=[CH:4][CH:3]=1, predict the reactants needed to synthesize it. The reactants are: [O:1]([C:8]1[S:12][C:11]([CH2:13]O)=[CH:10][CH:9]=1)[C:2]1[CH:7]=[CH:6][CH:5]=[CH:4][CH:3]=1.[N:15]1[NH:16][N:17]=[N:18][C:19]=1[C:20]1[C:21]([NH2:26])=[N:22][CH:23]=[CH:24][CH:25]=1.C1(P(C2C=CC=CC=2)C2C=CC=CC=2)C=CC=CC=1.N(C(OCC)=O)=NC(OCC)=O.[OH-].[Na+]. (2) The reactants are: [CH3:1][C:2]1[CH:7]=[CH:6][C:5]([CH2:8][CH2:9][CH2:10][CH2:11][OH:12])=[CH:4][CH:3]=1.N1C=CN=C1.[Si:18](Cl)([C:21]([CH3:24])([CH3:23])[CH3:22])([CH3:20])[CH3:19]. Given the product [Si:18]([O:12][CH2:11][CH2:10][CH2:9][CH2:8][C:5]1[CH:6]=[CH:7][C:2]([CH3:1])=[CH:3][CH:4]=1)([C:21]([CH3:24])([CH3:23])[CH3:22])([CH3:20])[CH3:19], predict the reactants needed to synthesize it. (3) Given the product [NH2:1][C:2]1[C:3]2[N:4]([C:8]([C@@H:12]3[CH2:17][CH2:16][N:14]([C:18]([O:20][CH2:21][C:22]4[CH:27]=[CH:26][CH:25]=[CH:24][CH:23]=4)=[O:19])[CH2:13]3)=[N:9][C:10]=2[Br:11])[CH:5]=[CH:6][N:7]=1, predict the reactants needed to synthesize it. The reactants are: [NH2:1][C:2]1[C:3]2[N:4]([C:8]([C@@H:12]3[CH2:17][CH2:16]C[N:14]([C:18]([O:20][CH2:21][C:22]4[CH:27]=[CH:26][CH:25]=[CH:24][CH:23]=4)=[O:19])[CH2:13]3)=[N:9][C:10]=2[Br:11])[CH:5]=[CH:6][N:7]=1.C(N1CC[C@@H](C(O)=O)C1)(OCC1C=CC=CC=1)=O. (4) Given the product [NH2:54][C:51]1[N:52]=[CH:53][C:48]([C:2]2[N:11]=[C:10]([N:12]3[CH2:17][CH2:16][O:15][CH2:14][CH2:13]3)[C:9]3[C:4](=[CH:5][C:6]([O:33][CH3:34])=[C:7]([C:18]4[C:19]([F:32])=[C:20]([NH:24][S:25]([CH2:28][CH2:29][CH2:30][F:31])(=[O:27])=[O:26])[CH:21]=[CH:22][CH:23]=4)[CH:8]=3)[N:3]=2)=[CH:49][N:50]=1, predict the reactants needed to synthesize it. The reactants are: Cl[C:2]1[N:11]=[C:10]([N:12]2[CH2:17][CH2:16][O:15][CH2:14][CH2:13]2)[C:9]2[C:4](=[CH:5][C:6]([O:33][CH3:34])=[C:7]([C:18]3[C:19]([F:32])=[C:20]([NH:24][S:25]([CH2:28][CH2:29][CH2:30][F:31])(=[O:27])=[O:26])[CH:21]=[CH:22][CH:23]=3)[CH:8]=2)[N:3]=1.CN(C)C=O.CC1(C)C(C)(C)OB([C:48]2[CH:49]=[N:50][C:51]([NH2:54])=[N:52][CH:53]=2)O1.C(=O)([O-])[O-].[Na+].[Na+]. (5) Given the product [C:4]([C:5]1[CH:17]=[C:16]2[C:8]([C:9]3[CH:10]=[CH:11][C:12]([C:19]#[N:20])=[CH:13][C:14]=3[C:15]2=[O:18])=[CH:7][CH:6]=1)#[CH:3], predict the reactants needed to synthesize it. The reactants are: C[Si](C)(C)[C:3]#[C:4][C:5]1[CH:17]=[C:16]2[C:8]([C:9]3[CH:10]=[CH:11][C:12]([C:19]#[N:20])=[CH:13][C:14]=3[C:15]2=[O:18])=[CH:7][CH:6]=1.[OH-].[Na+].